Dataset: Full USPTO retrosynthesis dataset with 1.9M reactions from patents (1976-2016). Task: Predict the reactants needed to synthesize the given product. (1) Given the product [C:1]1([C:7]2[CH:8]=[C:9]([CH:12]([OH:13])[CH2:12][CH2:9][CH2:8][CH2:7][CH2:1][CH:2]=[CH2:3])[O:10][CH:11]=2)[CH:2]=[CH:3][CH:4]=[CH:5][CH:6]=1, predict the reactants needed to synthesize it. The reactants are: [C:1]1([C:7]2[CH:8]=[C:9]([CH:12]=[O:13])[O:10][CH:11]=2)[CH:6]=[CH:5][CH:4]=[CH:3][CH:2]=1. (2) Given the product [Cl:26][C:25]1[C:20]([CH2:19][C@@H:15]2[CH2:16][CH2:10][N:9]([CH:39]3[CH2:40][CH2:41][C:42]4[C:37](=[CH:36][NH:35][N:34]=4)[CH2:38]3)[C:14]2=[O:33])=[C:21]([F:32])[C:22]([F:31])=[C:23]([C:27]([F:30])([F:28])[F:29])[CH:24]=1, predict the reactants needed to synthesize it. The reactants are: C([C@@H]1CO[C:10](=O)[N:9]1[C:14](=[O:33])[C@H:15]([CH2:19][C:20]1[C:25]([Cl:26])=[CH:24][C:23]([C:27]([F:30])([F:29])[F:28])=[C:22]([F:31])[C:21]=1[F:32])[CH2:16]C=O)C1C=CC=CC=1.[N:34]1[NH:35][CH:36]=[C:37]2[C:42]=1[CH2:41][CH2:40][CH:39](N)[CH2:38]2.CC(O)=O.C(O[BH-](OC(=O)C)OC(=O)C)(=O)C.[Na+]. (3) The reactants are: C([Li])CCC.Br[C:7]1[CH:8]=[CH:9][C:10]([Cl:32])=[C:11]([CH:31]=1)[N:12]([CH2:22][C:23]1[CH:28]=[CH:27][C:26]([O:29][CH3:30])=[CH:25][CH:24]=1)[CH2:13][C:14]1[CH:19]=[CH:18][C:17]([O:20][CH3:21])=[CH:16][CH:15]=1.[B:33](OC(C)C)([O:38]C(C)C)[O:34]C(C)C. Given the product [CH3:21][O:20][C:17]1[CH:18]=[CH:19][C:14]([CH2:13][N:12]([CH2:22][C:23]2[CH:28]=[CH:27][C:26]([O:29][CH3:30])=[CH:25][CH:24]=2)[C:11]2[CH:31]=[C:7]([B:33]([OH:38])[OH:34])[CH:8]=[CH:9][C:10]=2[Cl:32])=[CH:15][CH:16]=1, predict the reactants needed to synthesize it. (4) Given the product [F:38][C:29]1[C:30]([C:34]([O:36][CH3:37])=[O:35])=[N:31][CH:32]=[CH:33][C:17]=1[S:16][C:13]1[S:12][C:11]([NH:10][C:7]2[CH:6]=[CH:5][C:4]([N+:1]([O-:3])=[O:2])=[CH:9][N:8]=2)=[N:15][CH:14]=1, predict the reactants needed to synthesize it. The reactants are: [N+:1]([C:4]1[CH:5]=[CH:6][C:7]([NH:10][C:11]2[S:12][C:13]([S:16][C:17]#N)=[CH:14][N:15]=2)=[N:8][CH:9]=1)([O-:3])=[O:2].SC[C@H]([C@@H](CS)O)O.ClC1[CH:33]=[CH:32][N:31]=[C:30]([C:34]([O:36][CH3:37])=[O:35])[C:29]=1[F:38].[O-]P([O-])([O-])=O.[K+].[K+].[K+]. (5) Given the product [C:47]([O:46][C:44]([N:43]=[C:40]([NH:39][C:37]([O:36][C:32]([CH3:35])([CH3:34])[CH3:33])=[O:38])[NH:1][C@H:2]1[CH2:7][CH2:6][C@H:5]([NH:8][C:9]2[CH:28]=[CH:27][C:26]([N+:29]([O-:31])=[O:30])=[CH:25][C:10]=2[C:11]([NH:13][CH2:14][C:15]2[CH:20]=[CH:19][C:18]([O:21][CH3:22])=[C:17]([O:23][CH3:24])[CH:16]=2)=[O:12])[CH2:4][CH2:3]1)=[O:45])([CH3:50])([CH3:49])[CH3:48], predict the reactants needed to synthesize it. The reactants are: [NH2:1][C@H:2]1[CH2:7][CH2:6][C@H:5]([NH:8][C:9]2[CH:28]=[CH:27][C:26]([N+:29]([O-:31])=[O:30])=[CH:25][C:10]=2[C:11]([NH:13][CH2:14][C:15]2[CH:20]=[CH:19][C:18]([O:21][CH3:22])=[C:17]([O:23][CH3:24])[CH:16]=2)=[O:12])[CH2:4][CH2:3]1.[C:32]([O:36][C:37]([NH:39][C:40](=[N:43][C:44]([O:46][C:47]([CH3:50])([CH3:49])[CH3:48])=[O:45])SC)=[O:38])([CH3:35])([CH3:34])[CH3:33]. (6) Given the product [Br:11][C:12]1[CH:13]=[C:14](/[CH:18]=[CH:9]/[C:8]([C:5]2[CH:6]=[CH:7][C:2]([F:1])=[CH:3][CH:4]=2)=[O:10])[CH:15]=[N:16][CH:17]=1, predict the reactants needed to synthesize it. The reactants are: [F:1][C:2]1[CH:7]=[CH:6][C:5]([C:8](=[O:10])[CH3:9])=[CH:4][CH:3]=1.[Br:11][C:12]1[CH:13]=[C:14]([CH:18]=O)[CH:15]=[N:16][CH:17]=1.CO.[OH-].[Na+]. (7) Given the product [OH:26][CH2:25][C:22]1[CH:23]=[CH:24][C:19]([CH2:18][N:4]2[CH:5]=[C:6]([C:9]3[CH:14]=[CH:13][C:12]([O:15][CH3:16])=[CH:11][CH:10]=3)[CH:7]=[CH:8][C:3]2=[O:2])=[CH:20][CH:21]=1, predict the reactants needed to synthesize it. The reactants are: C[O:2][C:3]1[CH:8]=[CH:7][C:6]([C:9]2[CH:14]=[CH:13][C:12]([O:15][CH3:16])=[CH:11][CH:10]=2)=[CH:5][N:4]=1.Br[CH2:18][C:19]1[CH:24]=[CH:23][C:22]([CH2:25][OH:26])=[CH:21][CH:20]=1. (8) Given the product [CH2:1]([C:3]1[NH:7][C:6]([C:8]([NH:10][C@H:11]2[CH2:16][CH2:15][N:14]([C:17]3[S:18][C:19]([CH3:27])=[C:20]([C:22]([OH:24])=[O:23])[N:21]=3)[CH2:13][C@H:12]2[O:28][CH3:29])=[O:9])=[N:5][C:4]=1[C:30]([F:33])([F:31])[F:32])[CH3:2], predict the reactants needed to synthesize it. The reactants are: [CH2:1]([C:3]1[NH:7][C:6]([C:8]([NH:10][C@H:11]2[CH2:16][CH2:15][N:14]([C:17]3[S:18][C:19]([CH3:27])=[C:20]([C:22]([O:24]CC)=[O:23])[N:21]=3)[CH2:13][C@H:12]2[O:28][CH3:29])=[O:9])=[N:5][C:4]=1[C:30]([F:33])([F:32])[F:31])[CH3:2].[OH-].[Na+].